This data is from Reaction yield outcomes from USPTO patents with 853,638 reactions. The task is: Predict the reaction yield, written as a fraction of the theoretical maximum amount of product (1.0 means a 100% yield; for example, 0.34 means a 34% yield). (1) The reactants are [CH2:1]([O:8][C:9]1[CH:14]=[CH:13][C:12]([NH:15][C:16]2[C:25]3[C:20](=[CH:21][C:22]([F:36])=[C:23]([C:26]4[O:27][C:28]([CH:31]5OCC[O:32]5)=[CH:29][CH:30]=4)[CH:24]=3)[N:19]=[CH:18][N:17]=2)=[CH:11][CH:10]=1)[C:2]1[CH:7]=[CH:6][CH:5]=[CH:4][CH:3]=1.[ClH:37]. The catalyst is C1COCC1. The product is [ClH:37].[CH2:1]([O:8][C:9]1[CH:10]=[CH:11][C:12]([NH:15][C:16]2[C:25]3[C:20](=[CH:21][C:22]([F:36])=[C:23]([C:26]4[O:27][C:28]([CH:31]=[O:32])=[CH:29][CH:30]=4)[CH:24]=3)[N:19]=[CH:18][N:17]=2)=[CH:13][CH:14]=1)[C:2]1[CH:7]=[CH:6][CH:5]=[CH:4][CH:3]=1. The yield is 0.610. (2) The reactants are [C:1](=[O:4])(O)[O-].[Na+].O.[Br:7][C:8]1[CH:13]=[CH:12][C:11]([C@@H:14]([NH2:16])[CH3:15])=[CH:10][CH:9]=1.ClC(Cl)(OC(=O)OC(Cl)(Cl)Cl)Cl. The catalyst is ClCCl. The product is [Br:7][C:8]1[CH:13]=[CH:12][C:11]([C@@H:14]([N:16]=[C:1]=[O:4])[CH3:15])=[CH:10][CH:9]=1. The yield is 0.794. (3) The reactants are Br[C:2]1[CH:7]=[CH:6][CH:5]=[CH:4][N:3]=1.C([Li])CCC.[C:13]([O:17][C:18]([N:20]1[CH2:25][CH2:24][CH:23]([CH:26]=[O:27])[CH2:22][CH2:21]1)=[O:19])([CH3:16])([CH3:15])[CH3:14]. The catalyst is CCOCC. The product is [C:13]([O:17][C:18]([N:20]1[CH2:25][CH2:24][CH:23]([CH:26]([OH:27])[C:2]2[CH:7]=[CH:6][CH:5]=[CH:4][N:3]=2)[CH2:22][CH2:21]1)=[O:19])([CH3:16])([CH3:15])[CH3:14]. The yield is 0.620.